Task: Predict which catalyst facilitates the given reaction.. Dataset: Catalyst prediction with 721,799 reactions and 888 catalyst types from USPTO (1) Reactant: CN(C)C(=O)C.[Br:7][C:8]1[N:13]=[CH:12][C:11]([C:14]2[NH:15][C:16]([C:19]([OH:21])=[O:20])=[CH:17][N:18]=2)=[CH:10][CH:9]=1.C(N(C(C)C)CC)(C)C.[CH2:31](Br)[C:32]1[CH:37]=[CH:36][CH:35]=[CH:34][CH:33]=1. Product: [Br:7][C:8]1[N:13]=[CH:12][C:11]([C:14]2[NH:15][C:16]([C:19]([O:21][CH2:31][C:32]3[CH:37]=[CH:36][CH:35]=[CH:34][CH:33]=3)=[O:20])=[CH:17][N:18]=2)=[CH:10][CH:9]=1. The catalyst class is: 6. (2) Reactant: [C:1]([O:5][C:6]([N:8]1[CH2:13][CH2:12][CH:11]([O:14][CH2:15][C:16]2[N:20]=[C:19]([C:21]3[O:29][C:28]4[CH:27]=[CH:26][N:25]=[C:24]([CH2:30]O)[C:23]=4[CH:22]=3)[O:18][N:17]=2)[CH2:10][CH2:9]1)=[O:7])([CH3:4])([CH3:3])[CH3:2].C[CH2:33][N:34](CC)[CH2:35]C.CS(Cl)(=O)=O.N(C)C. Product: [C:1]([O:5][C:6]([N:8]1[CH2:9][CH2:10][CH:11]([O:14][CH2:15][C:16]2[N:20]=[C:19]([C:21]3[O:29][C:28]4[CH:27]=[CH:26][N:25]=[C:24]([CH2:30][N:34]([CH3:35])[CH3:33])[C:23]=4[CH:22]=3)[O:18][N:17]=2)[CH2:12][CH2:13]1)=[O:7])([CH3:3])([CH3:4])[CH3:2]. The catalyst class is: 1.